This data is from Reaction yield outcomes from USPTO patents with 853,638 reactions. The task is: Predict the reaction yield, written as a fraction of the theoretical maximum amount of product (1.0 means a 100% yield; for example, 0.34 means a 34% yield). (1) The reactants are [C:1]([O:4][CH2:5][CH2:6][O:7][C:8]1[CH:9]=[C:10]([C:14]2[CH:19]=[CH:18][CH:17]=[C:16]([CH2:20][CH2:21][C:22]3[N:23]=[C:24]([NH2:30])[N:25]([CH3:29])[C:26](=[O:28])[CH:27]=3)[CH:15]=2)[CH:11]=[CH:12][CH:13]=1)(=O)C.COCCBr. No catalyst specified. The product is [NH2:30][C:24]1[N:25]([CH3:29])[C:26](=[O:28])[CH:27]=[C:22]([CH2:21][CH2:20][C:16]2[CH:15]=[C:14]([C:10]3[CH:11]=[CH:12][CH:13]=[C:8]([O:7][CH2:6][CH2:5][O:4][CH3:1])[CH:9]=3)[CH:19]=[CH:18][CH:17]=2)[N:23]=1. The yield is 0.320. (2) The reactants are C(N(C(C)C)C(C)C)C.Cl.[Cl:11][C:12]1[CH:17]=[CH:16][C:15]([NH:18][NH2:19])=[C:14]([CH3:20])[CH:13]=1.CN(/[CH:24]=[C:25](/[C:31](=O)[C:32]([CH3:35])([CH3:34])[CH3:33])\[C:26]([O:28][CH2:29][CH3:30])=[O:27])C. The catalyst is C(O)C. The product is [C:32]([C:31]1[N:18]([C:15]2[CH:16]=[CH:17][C:12]([Cl:11])=[CH:13][C:14]=2[CH3:20])[N:19]=[CH:24][C:25]=1[C:26]([O:28][CH2:29][CH3:30])=[O:27])([CH3:35])([CH3:33])[CH3:34]. The yield is 0.309. (3) The reactants are B(Cl)(Cl)Cl.[F:5][C:6]1[CH:11]=[CH:10][C:9]([NH2:12])=[CH:8][C:7]=1[F:13].[C:14]([C:16]1[CH:21]=[CH:20][N:19]=[CH:18][CH:17]=1)#N.Cl.[OH-:23].[Na+]. The catalyst is ClC=C(Cl)Cl.O.C(Cl)Cl. The product is [NH2:12][C:9]1[CH:8]=[C:7]([F:13])[C:6]([F:5])=[CH:11][C:10]=1[C:14]([C:16]1[CH:21]=[CH:20][N:19]=[CH:18][CH:17]=1)=[O:23]. The yield is 0.270. (4) The reactants are [Cl:1][C:2]1[C:7]([F:8])=[CH:6][CH:5]=[CH:4][C:3]=1[NH:9][C:10]1[N:15]2[N:16]=[CH:17][C:18]([C:19](O)=[O:20])=[C:14]2[N:13]=[CH:12][C:11]=1[C:22]([N:24]1[CH2:29][CH2:28][CH:27]([C:30]2[CH:35]=[CH:34][CH:33]=[CH:32][CH:31]=2)[CH2:26][CH2:25]1)=[O:23].[CH2:36]([S:38]([NH2:41])(=[O:40])=[O:39])[CH3:37]. No catalyst specified. The product is [Cl:1][C:2]1[C:7]([F:8])=[CH:6][CH:5]=[CH:4][C:3]=1[NH:9][C:10]1[N:15]2[N:16]=[CH:17][C:18]([C:19]([NH:41][S:38]([CH2:36][CH3:37])(=[O:40])=[O:39])=[O:20])=[C:14]2[N:13]=[CH:12][C:11]=1[C:22]([N:24]1[CH2:25][CH2:26][CH:27]([C:30]2[CH:35]=[CH:34][CH:33]=[CH:32][CH:31]=2)[CH2:28][CH2:29]1)=[O:23]. The yield is 0.280. (5) The reactants are [Cl:1][C:2]1[NH:3][C:4]([NH2:11])=[C:5]2[C:9]([N:10]=1)=[N:8][CH:7]=[N:6]2.C(=O)([O-])[O-].[K+].[K+].Br[CH2:19][CH:20]1[CH2:25][CH2:24][O:23][CH2:22][CH2:21]1. The catalyst is CN(C=O)C.C(Cl)(Cl)Cl.C(O)(C)C. The product is [Cl:1][C:2]1[N:10]=[C:9]2[C:5]([N:6]=[CH:7][N:8]2[CH2:19][CH:20]2[CH2:25][CH2:24][O:23][CH2:22][CH2:21]2)=[C:4]([NH2:11])[N:3]=1. The yield is 0.520. (6) The reactants are Br[C:2]1[CH:3]=[C:4]2[C:12]([C:13]3[CH:18]=[C:17]([S:19]([CH2:22][CH3:23])(=[O:21])=[O:20])[CH:16]=[CH:15][C:14]=3[F:24])=[CH:11][N:10]([CH3:25])[C:5]2=[C:6]([O:8][CH3:9])[N:7]=1.[CH2:26]([OH:30])[CH2:27][C:28]#[CH:29]. The catalyst is O1CCCC1.C(N(CC)CC)C.[Cu]I. The product is [CH2:22]([S:19]([C:17]1[CH:16]=[CH:15][C:14]([F:24])=[C:13]([C:12]2[C:4]3[C:5](=[C:6]([O:8][CH3:9])[N:7]=[C:2]([C:29]#[C:28][CH2:27][CH2:26][OH:30])[CH:3]=3)[N:10]([CH3:25])[CH:11]=2)[CH:18]=1)(=[O:21])=[O:20])[CH3:23]. The yield is 0.684.